Dataset: Full USPTO retrosynthesis dataset with 1.9M reactions from patents (1976-2016). Task: Predict the reactants needed to synthesize the given product. (1) Given the product [CH3:28][O:24][C:23](=[O:25])[C:22]1[CH:21]=[CH:20][C:19]([C:17](=[O:18])/[CH:16]=[CH:15]/[C:7]2[CH:6]=[C:5]([C:1]([CH3:2])([CH3:3])[CH3:4])[CH:10]=[C:9]([C:11]([CH3:13])([CH3:14])[CH3:12])[CH:8]=2)=[CH:27][CH:26]=1, predict the reactants needed to synthesize it. The reactants are: [C:1]([C:5]1[CH:6]=[C:7](/[CH:15]=[CH:16]/[C:17]([C:19]2[CH:27]=[CH:26][C:22]([C:23]([OH:25])=[O:24])=[CH:21][CH:20]=2)=[O:18])[CH:8]=[C:9]([C:11]([CH3:14])([CH3:13])[CH3:12])[CH:10]=1)([CH3:4])([CH3:3])[CH3:2].[CH3:28]S(O)(=O)=O. (2) Given the product [Br:1][C:2]1[CH:7]=[CH:6][CH:5]=[CH:4][C:3]=1[CH2:8][CH2:9][CH2:10][OH:11], predict the reactants needed to synthesize it. The reactants are: [Br:1][C:2]1[CH:7]=[CH:6][CH:5]=[CH:4][C:3]=1[CH2:8][CH2:9][C:10](O)=[O:11]. (3) Given the product [F:1][C:2]1[CH:27]=[CH:26][C:25]([F:28])=[CH:24][C:3]=1[CH2:4][N:5]1[CH2:10][CH2:9][NH:8][C:7]2[N:11]=[CH:12][C:13]([C:15]3[CH:16]=[CH:17][C:18]([C:19]([N:29]4[CH2:34][CH2:33][O:32][CH2:31][CH2:30]4)=[O:21])=[CH:22][CH:23]=3)=[CH:14][C:6]1=2, predict the reactants needed to synthesize it. The reactants are: [F:1][C:2]1[CH:27]=[CH:26][C:25]([F:28])=[CH:24][C:3]=1[CH2:4][N:5]1[CH2:10][CH2:9][NH:8][C:7]2[N:11]=[CH:12][C:13]([C:15]3[CH:23]=[CH:22][C:18]([C:19]([OH:21])=O)=[CH:17][CH:16]=3)=[CH:14][C:6]1=2.[NH:29]1[CH2:34][CH2:33][O:32][CH2:31][CH2:30]1. (4) The reactants are: Br[C:2]1[CH:7]=[C:6]([O:8][Si:9]([C:12]([CH3:15])([CH3:14])[CH3:13])([CH3:11])[CH3:10])[CH:5]=[CH:4][C:3]=1[CH2:16][OH:17].C1COCC1.C([Li])CCC.[F:28][C:29]([F:40])([F:39])[C:30](O[C:30](=[O:31])[C:29]([F:40])([F:39])[F:28])=[O:31]. Given the product [Si:9]([O:8][C:6]1[CH:7]=[C:2]2[C:3]([CH2:16][O:17][C:30]2([C:29]([F:40])([F:39])[F:28])[OH:31])=[CH:4][CH:5]=1)([C:12]([CH3:15])([CH3:14])[CH3:13])([CH3:11])[CH3:10], predict the reactants needed to synthesize it. (5) Given the product [CH3:14][CH:13]([S:10]([NH:9][CH2:8][CH:7]([O:6][C:5]1[CH:17]=[CH:18][C:2]([C:23]2[CH:24]=[CH:25][C:20]([CH3:19])=[CH:21][CH:22]=2)=[CH:3][CH:4]=1)[CH3:16])(=[O:12])=[O:11])[CH3:15], predict the reactants needed to synthesize it. The reactants are: Br[C:2]1[CH:18]=[CH:17][C:5]([O:6][CH:7]([CH3:16])[CH2:8][NH:9][S:10]([CH:13]([CH3:15])[CH3:14])(=[O:12])=[O:11])=[CH:4][CH:3]=1.[CH3:19][C:20]1[CH:25]=[CH:24][C:23](B(O)O)=[CH:22][CH:21]=1.C(=O)([O-])[O-].[Na+].[Na+]. (6) Given the product [C:1]([N:29]1[C@@H:28]([C:22]2[CH:23]=[CH:24][CH:25]=[CH:26][CH:27]=2)[CH2:32][O:31][C:30]1=[O:33])(=[O:6])/[CH:2]=[CH:3]/[CH2:4][CH3:5], predict the reactants needed to synthesize it. The reactants are: [C:1](O)(=[O:6])[CH:2]=[CH:3][CH2:4][CH3:5].C(N(CC)CC)C.CC(C)(C)C(Cl)=O.[C:22]1([C@H:28]2[CH2:32][O:31][C:30](=[O:33])[NH:29]2)[CH:27]=[CH:26][CH:25]=[CH:24][CH:23]=1.C([Li])CCC. (7) Given the product [NH2:1][C:2]1[C:7]([C:8]2[CH:9]=[C:10]([NH:14][S:15]([C:18]3[CH:19]=[CH:20][C:21]([OH:24])=[CH:22][CH:23]=3)(=[O:17])=[O:16])[CH:11]=[CH:12][CH:13]=2)=[C:6]([NH:26][C@H:27]([C:29]2[N:34]([C:35]3[CH:40]=[CH:39][CH:38]=[CH:37][CH:36]=3)[C:33](=[O:41])[C:32]3=[C:42]([CH3:45])[CH:43]=[CH:44][N:31]3[N:30]=2)[CH3:28])[N:5]=[CH:4][N:3]=1, predict the reactants needed to synthesize it. The reactants are: [NH2:1][C:2]1[C:7]([C:8]2[CH:9]=[C:10]([NH:14][S:15]([C:18]3[CH:23]=[CH:22][C:21]([O:24]C)=[CH:20][CH:19]=3)(=[O:17])=[O:16])[CH:11]=[CH:12][CH:13]=2)=[C:6]([NH:26][C@H:27]([C:29]2[N:34]([C:35]3[CH:40]=[CH:39][CH:38]=[CH:37][CH:36]=3)[C:33](=[O:41])[C:32]3=[C:42]([CH3:45])[CH:43]=[CH:44][N:31]3[N:30]=2)[CH3:28])[N:5]=[CH:4][N:3]=1.B(Br)(Br)Br. (8) Given the product [NH2:20][C:8]([NH:4][CH2:5][C:6]1[CH:2]=[N:3][CH:27]=[CH:28][CH:29]=1)=[N:9][S:10]([C:13]1[CH:14]=[CH:15][C:16]([CH3:21])=[CH:17][CH:18]=1)(=[O:11])=[O:12], predict the reactants needed to synthesize it. The reactants are: C[C:2]1[CH:6]=[C:5](C)[N:4]([C:8](=[NH:20])[NH:9][S:10]([C:13]2[CH:18]=[CH:17][C:16](Cl)=[CH:15][CH:14]=2)(=[O:12])=[O:11])[N:3]=1.[CH3:21]S(O)(=O)=O.N1C=C[CH:29]=[C:28](CN)[CH:27]=1. (9) Given the product [F:1][C:2]1[CH:11]=[C:10]2[C:5]([CH:6]=[C:7]([NH:16][C:17]3[CH:21]=[C:20]([CH3:22])[N:19]([S:33]([C:32]([F:45])([F:44])[F:31])(=[O:35])=[O:34])[N:18]=3)[N:8]=[C:9]2[O:12][CH:13]([CH3:15])[CH3:14])=[CH:4][C:3]=1[O:23][S:33]([C:32]([F:45])([F:44])[F:31])(=[O:35])=[O:34], predict the reactants needed to synthesize it. The reactants are: [F:1][C:2]1[CH:11]=[C:10]2[C:5]([CH:6]=[C:7]([NH:16][C:17]3[CH:21]=[C:20]([CH3:22])[NH:19][N:18]=3)[N:8]=[C:9]2[O:12][CH:13]([CH3:15])[CH3:14])=[CH:4][C:3]=1[OH:23].CCN(CC)CC.[F:31][C:32]([F:45])([F:44])[S:33](O[S:33]([C:32]([F:45])([F:44])[F:31])(=[O:35])=[O:34])(=[O:35])=[O:34]. (10) Given the product [C:1]([NH:5][C:6]([N:8]1[CH2:13][CH2:12][N:11]2[CH:14]=[C:15]([C:20]3[CH:21]=[CH:22][C:23]([O:26][CH3:27])=[CH:24][CH:25]=3)[C:16]([C:17]([NH2:19])=[O:18])=[C:10]2[CH2:9]1)=[O:7])([CH3:4])([CH3:3])[CH3:2], predict the reactants needed to synthesize it. The reactants are: [C:1]([NH:5][C:6]([N:8]1[CH2:13][CH2:12][N:11]2[C:14](Cl)=[C:15]([C:20]3[CH:25]=[CH:24][C:23]([O:26][CH3:27])=[CH:22][CH:21]=3)[C:16]([C:17]([NH2:19])=[O:18])=[C:10]2[CH2:9]1)=[O:7])([CH3:4])([CH3:3])[CH3:2].C([O-])=O.[NH4+].